Predict the reactants needed to synthesize the given product. From a dataset of Full USPTO retrosynthesis dataset with 1.9M reactions from patents (1976-2016). (1) The reactants are: C([O:3][C:4]([C:6]1[NH:7][C:8]2[C:13]([CH:14]=1)=[CH:12][C:11]([C:15]1[CH:20]=[CH:19][C:18]([C:21]([CH3:24])([CH3:23])[CH3:22])=[CH:17][CH:16]=1)=[CH:10][CH:9]=2)=[O:5])C.[N:25]1[C:34]2[C:29](=[CH:30][CH:31]=[CH:32][CH:33]=2)[CH:28]=[C:27](B(O)O)[CH:26]=1. Given the product [C:21]([C:18]1[CH:17]=[CH:16][C:15]([C:11]2[CH:12]=[C:13]3[C:8](=[CH:9][CH:10]=2)[N:7]([C:27]2[CH:26]=[N:25][C:34]4[C:29]([CH:28]=2)=[CH:30][CH:31]=[CH:32][CH:33]=4)[C:6]([C:4]([OH:5])=[O:3])=[CH:14]3)=[CH:20][CH:19]=1)([CH3:24])([CH3:22])[CH3:23], predict the reactants needed to synthesize it. (2) Given the product [Br:1][C:2]1[CH:10]=[C:9]([CH3:11])[CH:8]=[C:7]2[C:3]=1[CH:4]=[N:5][N:6]2[C:12]1[CH:13]=[CH:14][CH:15]=[CH:16][CH:17]=1, predict the reactants needed to synthesize it. The reactants are: [Br:1][C:2]1[CH:10]=[C:9]([CH3:11])[CH:8]=[C:7]2[C:3]=1[CH:4]=[N:5][N:6]2[C:12]1[CH:17]=[CH:16][CH:15]=[CH:14][C:13]=1F.C1(NN=CC2C(Br)=CC(C)=CC=2Br)C=CC=CC=1. (3) The reactants are: [C:1]([O:5][C:6](=[O:23])[NH:7][CH2:8][CH2:9][CH2:10][NH:11][C:12]([C:14]1[C:18]([CH3:19])=[C:17]([CH:20]=O)[NH:16][C:15]=1[CH3:22])=[O:13])([CH3:4])([CH3:3])[CH3:2].[F:24][C:25]1[CH:26]=[C:27]2[C:31](=[CH:32][CH:33]=1)[NH:30][C:29](=[O:34])[CH2:28]2.N1CCCC1. Given the product [C:1]([O:5][C:6](=[O:23])[NH:7][CH2:8][CH2:9][CH2:10][NH:11][C:12]([C:14]1[C:18]([CH3:19])=[C:17](/[CH:20]=[C:28]2\[C:29](=[O:34])[NH:30][C:31]3[C:27]\2=[CH:26][C:25]([F:24])=[CH:33][CH:32]=3)[NH:16][C:15]=1[CH3:22])=[O:13])([CH3:4])([CH3:3])[CH3:2], predict the reactants needed to synthesize it. (4) Given the product [F:28][C:25]1[CH:26]=[CH:27][C:22]([C:4]2[N:5]([C:7]3[CH:12]=[CH:11][N:10]=[C:9]([NH:13][C@H:14]([C:16]4[CH:21]=[CH:20][CH:19]=[CH:18][CH:17]=4)[CH3:15])[N:8]=3)[CH:6]=[C:2]([C:31]3[CH:36]=[CH:35][N:34]=[CH:33][CH:32]=3)[N:3]=2)=[CH:23][CH:24]=1, predict the reactants needed to synthesize it. The reactants are: Br[C:2]1[N:3]=[C:4]([C:22]2[CH:27]=[CH:26][C:25]([F:28])=[CH:24][CH:23]=2)[N:5]([C:7]2[CH:12]=[CH:11][N:10]=[C:9]([NH:13][C@H:14]([C:16]3[CH:21]=[CH:20][CH:19]=[CH:18][CH:17]=3)[CH3:15])[N:8]=2)[CH:6]=1.C[Sn](C)(C)[C:31]1[CH:36]=[CH:35][N:34]=[CH:33][CH:32]=1.C([O-])([O-])=O.[Na+].[Na+].